This data is from Reaction yield outcomes from USPTO patents with 853,638 reactions. The task is: Predict the reaction yield, written as a fraction of the theoretical maximum amount of product (1.0 means a 100% yield; for example, 0.34 means a 34% yield). (1) The reactants are [Cl:1][C:2]1[CH:8]=[C:7]([O:9][C:10]2[C:19]3[C:14](=[CH:15][C:16]([O:22][CH3:23])=[C:17]([O:20][CH3:21])[CH:18]=3)[N:13]=[CH:12][N:11]=2)[CH:6]=[CH:5][C:3]=1[NH2:4].Cl[C:25](Cl)([O:27][C:28](=[O:34])OC(Cl)(Cl)Cl)Cl.[CH:36]1(CO)[CH2:39][CH2:38][CH2:37]1.C(=O)(O)[O-].[Na+]. The catalyst is C(Cl)Cl.C(N(CC)CC)C.C1(C)C=CC=CC=1. The product is [Cl:1][C:2]1[CH:8]=[C:7]([O:9][C:10]2[C:19]3[C:14](=[CH:15][C:16]([O:22][CH3:23])=[C:17]([O:20][CH3:21])[CH:18]=3)[N:13]=[CH:12][N:11]=2)[CH:6]=[CH:5][C:3]=1[NH:4][C:28](=[O:34])[O:27][CH2:25][CH:36]1[CH2:39][CH2:38][CH2:37]1. The yield is 0.590. (2) The reactants are [CH2:1]([N:3]1[CH2:13][CH:12]2[CH2:14][CH:5]([C:6]3[C:11]2=[CH:10][C:9]([N+:15]([O-])=O)=[CH:8][CH:7]=3)[CH2:4]1)[CH3:2].[H][H]. The catalyst is CCO.[Pd]. The yield is 0.980. The product is [CH2:1]([N:3]1[CH2:13][CH:12]2[CH2:14][CH:5]([C:6]3[C:11]2=[CH:10][C:9]([NH2:15])=[CH:8][CH:7]=3)[CH2:4]1)[CH3:2]. (3) The reactants are [OH:1][NH2:2].C(O[C:6](=[O:34])[CH2:7][CH2:8][CH2:9][CH2:10][CH2:11][CH2:12][N:13]([C:20]1[CH:25]=[C:24]([O:26][CH2:27][C:28]2[CH:33]=[CH:32][CH:31]=[CH:30][CH:29]=2)[CH:23]=[CH:22][N:21]=1)[C:14]1[CH:19]=[CH:18][CH:17]=[CH:16][N:15]=1)C. The catalyst is CN(C=O)C.CO. The product is [OH:1][NH:2][C:6](=[O:34])[CH2:7][CH2:8][CH2:9][CH2:10][CH2:11][CH2:12][N:13]([C:20]1[CH:25]=[C:24]([O:26][CH2:27][C:28]2[CH:29]=[CH:30][CH:31]=[CH:32][CH:33]=2)[CH:23]=[CH:22][N:21]=1)[C:14]1[CH:19]=[CH:18][CH:17]=[CH:16][N:15]=1. The yield is 0.410. (4) The reactants are [N:1]1[CH:6]=[CH:5][CH:4]=[C:3]([NH:7][C:8]([N:10]2[CH2:13][CH:12]([O:14][C:15]3[CH:20]=[CH:19][C:18](I)=[CH:17][N:16]=3)[CH2:11]2)=[O:9])[CH:2]=1.[OH:22][C:23]1[CH:24]=[C:25](B(O)O)[CH:26]=[CH:27][CH:28]=1. No catalyst specified. The product is [N:1]1[CH:6]=[CH:5][CH:4]=[C:3]([NH:7][C:8]([N:10]2[CH2:13][CH:12]([O:14][C:15]3[CH:20]=[CH:19][C:18]([C:27]4[CH:26]=[CH:25][CH:24]=[C:23]([OH:22])[CH:28]=4)=[CH:17][N:16]=3)[CH2:11]2)=[O:9])[CH:2]=1. The yield is 0.470. (5) The reactants are [F:1][C:2]1[CH:3]=[C:4]([NH2:18])[CH:5]=[CH:6][C:7]=1[O:8][C:9]1[CH:14]=[CH:13][N:12]=[C:11]2[CH:15]=[CH:16][S:17][C:10]=12.FC1C=C(NC(NC(=O)CC2C=CC=CC=2)=S)C=CC=1OC1C=CN=C2C=CSC=12.[Cl:49][C:50]1[CH:55]=[CH:54][CH:53]=[C:52]([Cl:56])[C:51]=1[CH2:57][C:58]([N:60]=[C:61]=[S:62])=[O:59]. No catalyst specified. The product is [Cl:49][C:50]1[CH:55]=[CH:54][CH:53]=[C:52]([Cl:56])[C:51]=1[CH2:57][C:58]([NH:60][C:61](=[S:62])[NH:18][C:4]1[CH:5]=[CH:6][C:7]([O:8][C:9]2[CH:14]=[CH:13][N:12]=[C:11]3[CH:15]=[CH:16][S:17][C:10]=23)=[C:2]([F:1])[CH:3]=1)=[O:59]. The yield is 0.0700.